Predict which catalyst facilitates the given reaction. From a dataset of Catalyst prediction with 721,799 reactions and 888 catalyst types from USPTO. (1) Reactant: C1(P(N=[N+]=[N-])(C2C=CC=CC=2)=[O:8])C=CC=CC=1.[Cl:18][C:19]1[C:24]([F:25])=[C:23](C(O)=O)[CH:22]=[CH:21][N:20]=1.CC[N:31]([CH2:34]C)CC.[C:36]([OH:40])([CH3:39])([CH3:38])[CH3:37].C1(C)C=CC=CC=1. Product: [Cl:18][C:19]1[C:24]([F:25])=[C:23]([NH:31][C:34](=[O:8])[O:40][C:36]([CH3:39])([CH3:38])[CH3:37])[CH:22]=[CH:21][N:20]=1. The catalyst class is: 6. (2) Reactant: [Cl:1][C:2]1[CH:7]=[C:6]([Cl:8])[CH:5]=[CH:4][C:3]=1[S:9]([NH:12][CH2:13][C@H:14]([OH:36])[CH2:15][NH:16][C:17]([C@@H:19]([NH:24][C:25]([C:27]1[S:28][C:29]2[CH:35]=[CH:34][CH:33]=[CH:32][C:30]=2[CH:31]=1)=[O:26])[CH2:20][CH:21]([CH3:23])[CH3:22])=[O:18])(=[O:11])=[O:10].CC(OI1(OC(C)=O)(OC(C)=O)OC(=O)C2C=CC=CC1=2)=O. Product: [Cl:1][C:2]1[CH:7]=[C:6]([Cl:8])[CH:5]=[CH:4][C:3]=1[S:9]([NH:12][CH2:13][C:14](=[O:36])[CH2:15][NH:16][C:17]([C@@H:19]([NH:24][C:25]([C:27]1[S:28][C:29]2[CH:35]=[CH:34][CH:33]=[CH:32][C:30]=2[CH:31]=1)=[O:26])[CH2:20][CH:21]([CH3:23])[CH3:22])=[O:18])(=[O:10])=[O:11]. The catalyst class is: 4. (3) Reactant: C(C1C=C(C=C(C(C)(C)C)C=1)[O-])(C)(C)C.C(C1C=C(C=C(C(C)(C)C)C=1)[O-])(C)(C)C.[CH3:31][SiH:32]([Zr+2:34]([C:49]1[C:57]2[C:56]3[CH:58]=[CH:59][CH:60]=[CH:61][C:55]=3[CH:54]=[CH:53][C:52]=2[CH2:51][C:50]=1[CH3:62])[C:35]1[C:43]2[C:42]3[CH:44]=[CH:45][CH:46]=[CH:47][C:41]=3[CH:40]=[CH:39][C:38]=2[CH2:37][C:36]=1[CH3:48])[CH3:33].C([Cl:66])(=O)C. Product: [Cl-:66].[Cl-:66].[CH3:31][SiH:32]([Zr+2:34]([C:49]1[C:57]2[C:56]3[CH:58]=[CH:59][CH:60]=[CH:61][C:55]=3[CH:54]=[CH:53][C:52]=2[CH2:51][C:50]=1[CH3:62])[C:35]1[C:43]2[C:42]3[CH:44]=[CH:45][CH:46]=[CH:47][C:41]=3[CH:40]=[CH:39][C:38]=2[CH2:37][C:36]=1[CH3:48])[CH3:33]. The catalyst class is: 11. (4) Reactant: C(N(CC)CC)C.Cl[C:9]1[N:10]([CH3:22])[C:11](=[O:21])[CH:12]=[C:13]([C:15]2[CH:20]=[CH:19][N:18]=[CH:17][N:16]=2)[N:14]=1.[C:23]([O:27][C:28]([N:30]1[CH2:35][CH:34]2[CH2:36][C@H:31]1[CH2:32][NH:33]2)=[O:29])([CH3:26])([CH3:25])[CH3:24].O. Product: [C:23]([O:27][C:28]([N:30]1[CH2:35][CH:34]2[CH2:36][C@H:31]1[CH2:32][N:33]2[C:9]1[N:10]([CH3:22])[C:11](=[O:21])[CH:12]=[C:13]([C:15]2[CH:20]=[CH:19][N:18]=[CH:17][N:16]=2)[N:14]=1)=[O:29])([CH3:26])([CH3:24])[CH3:25]. The catalyst class is: 7. (5) Reactant: [C:1]([O:9][C:10]1[CH:15]=[C:14]([CH3:16])[C:13]([OH:17])=[C:12]([Cl:18])[CH:11]=1)(=[O:8])[C:2]1[CH:7]=[CH:6][CH:5]=[CH:4][CH:3]=1.[CH3:19][O:20][CH2:21]Cl.C(N(C(C)C)C(C)C)C. Product: [Cl:18][C:12]1[CH:11]=[C:10]([O:9][C:1](=[O:8])[C:2]2[CH:3]=[CH:4][CH:5]=[CH:6][CH:7]=2)[CH:15]=[C:14]([CH3:16])[C:13]=1[O:17][CH2:19][O:20][CH3:21]. The catalyst class is: 22. (6) Reactant: [NH:1]1[CH2:6][CH2:5][CH:4]([N:7]2[C:15]3[C:10](=[N:11][CH:12]=[CH:13][CH:14]=3)[NH:9][C:8]2=[O:16])[CH2:3][CH2:2]1.Cl[C:18]1[CH:23]=[C:22]([C:24]([N:26]2[C:34]3[C:29](=[CH:30][C:31]([F:36])=[C:32]([F:35])[CH:33]=3)[CH2:28][CH2:27]2)=[O:25])[CH:21]=[CH:20][N:19]=1. Product: [F:36][C:31]1[CH:30]=[C:29]2[C:34](=[CH:33][C:32]=1[F:35])[N:26]([C:24]([C:22]1[CH:21]=[CH:20][N:19]=[C:18]([N:1]3[CH2:2][CH2:3][CH:4]([N:7]4[C:15]5[C:10](=[N:11][CH:12]=[CH:13][CH:14]=5)[NH:9][C:8]4=[O:16])[CH2:5][CH2:6]3)[CH:23]=1)=[O:25])[CH2:27][CH2:28]2. The catalyst class is: 37. (7) Reactant: [N+:1]([C:4]1[CH:5]=[C:6]2[C:12]3[CH:13]=[CH:14][CH:15]=[C:16]4[C:17]5[CH:18]=[CH:19][CH:20]=[CH:21][C:22]=5[N:10]([C:11]=34)[C:7]2=[CH:8][CH:9]=1)([O-])=O.C(O)(=O)C.CC(O)C.[Cl-].[NH4+]. Product: [CH:15]1[CH:14]=[CH:13][C:12]2[C:6]3[C:7]([N:10]4[C:11]=2[C:16]=1[C:17]1[CH:18]=[CH:19][CH:20]=[CH:21][C:22]=14)=[CH:8][CH:9]=[C:4]([NH2:1])[CH:5]=3. The catalyst class is: 693. (8) Reactant: [F:1][C:2]1[CH:7]=[C:6]([F:8])[CH:5]=[CH:4][C:3]=1[C:9]1([C:12]([F:30])([F:29])[C:13]2[N:18]=[CH:17][C:16]([CH2:19][O:20][C:21]3[CH:28]=[CH:27][C:24]([C:25]#[N:26])=[CH:23][N:22]=3)=[CH:15][CH:14]=2)[CH2:11][O:10]1.[NH:31]1[CH:35]=[N:34][N:33]=[N:32]1.C([O-])([O-])=O.[K+].[K+]. Product: [F:1][C:2]1[CH:7]=[C:6]([F:8])[CH:5]=[CH:4][C:3]=1[C:9]([OH:10])([CH2:11][N:31]1[CH:35]=[N:34][N:33]=[N:32]1)[C:12]([C:13]1[N:18]=[CH:17][C:16]([CH2:19][O:20][C:21]2[CH:28]=[CH:27][C:24]([C:25]#[N:26])=[CH:23][N:22]=2)=[CH:15][CH:14]=1)([F:29])[F:30]. The catalyst class is: 215. (9) Reactant: CC1OC(=O)O[C:3]=1[CH2:8][O:9][C:10](=[O:29])[C@H:11]([OH:28])[CH2:12][C@H:13]([NH2:27])[CH2:14][C:15]1[CH:20]=[CH:19][C:18]([C:21]2[CH:26]=[CH:25][CH:24]=[CH:23][CH:22]=2)=[CH:17][CH:16]=1.OC1C=C(C(O)=O)ON=1.CCN(C(C)C)C(C)C. Product: [CH2:8]([O:9][C:10](=[O:29])[C@H:11]([OH:28])[CH2:12][C@H:13]([NH2:27])[CH2:14][C:15]1[CH:16]=[CH:17][C:18]([C:21]2[CH:22]=[CH:23][CH:24]=[CH:25][CH:26]=2)=[CH:19][CH:20]=1)[CH3:3]. The catalyst class is: 3.